Dataset: Catalyst prediction with 721,799 reactions and 888 catalyst types from USPTO. Task: Predict which catalyst facilitates the given reaction. (1) Product: [C:34]([C:33]1[CH:36]=[C:29]([C:26]2[S:25][C:24]([C:19]3[CH:20]=[CH:21][CH:22]=[C:23]4[C:18]=3[CH2:17][CH2:16][C@H:15]4[NH:14][C:42]([N:43]3[CH2:46][CH2:47][CH2:45][CH2:44]3)=[O:7])=[CH:52][N:48]=2)[CH:30]=[CH:31][C:32]=1[O:37][CH:38]([CH3:39])[CH3:40])#[N:35]. Reactant: C1N=CN(C(N2C=NC=C2)=[O:7])C=1.Cl.[NH2:14][C@H:15]1[C:23]2[C:18](=[C:19]([C:24]3[S:25][C:26]([C:29]4[CH:30]=[CH:31][C:32]([O:37][CH:38]([CH3:40])[CH3:39])=[C:33]([CH:36]=4)[C:34]#[N:35])=CN=3)[CH:20]=[CH:21][CH:22]=2)[CH2:17][CH2:16]1.C[CH2:42][N:43]([CH2:46][CH3:47])[CH2:44][CH3:45].[NH:48]1[CH2:52]CCC1. The catalyst class is: 2. (2) The catalyst class is: 28. Reactant: [H-].[Al+3].[Li+].[H-].[H-].[H-].[C:7]12([Si:17](Cl)(Cl)Cl)[CH2:16][CH:11]3[CH2:12][CH:13]([CH2:15][CH:9]([CH2:10]3)[CH2:8]1)[CH2:14]2. Product: [C:7]12([SiH3:17])[CH2:14][CH:13]3[CH2:12][CH:11]([CH2:10][CH:9]([CH2:15]3)[CH2:8]1)[CH2:16]2.